From a dataset of Forward reaction prediction with 1.9M reactions from USPTO patents (1976-2016). Predict the product of the given reaction. Given the reactants [Br:1][C:2]1[CH:3]=[C:4]([CH:9]=[C:10]([CH:13]=[O:14])[C:11]=1[OH:12])[C:5]([O:7][CH3:8])=[O:6].[CH2:15](Br)[C:16]1[CH:21]=[CH:20][CH:19]=[CH:18][CH:17]=1.C(=O)(O)[O-].[K+], predict the reaction product. The product is: [CH2:15]([O:12][C:11]1[C:10]([CH:13]=[O:14])=[CH:9][C:4]([C:5]([O:7][CH3:8])=[O:6])=[CH:3][C:2]=1[Br:1])[C:16]1[CH:21]=[CH:20][CH:19]=[CH:18][CH:17]=1.